This data is from Reaction yield outcomes from USPTO patents with 853,638 reactions. The task is: Predict the reaction yield, written as a fraction of the theoretical maximum amount of product (1.0 means a 100% yield; for example, 0.34 means a 34% yield). (1) The reactants are C1(C)C=CC(S(O)(=O)=O)=CC=1.N1C=CC=CC=1.[C:18]1([C:24]#[C:25][CH2:26][CH2:27][CH2:28][CH2:29][CH2:30][O:31]C2CCCCO2)[CH:23]=[CH:22][CH:21]=[CH:20][CH:19]=1. The catalyst is CO. The product is [C:18]1([C:24]#[C:25][CH2:26][CH2:27][CH2:28][CH2:29][CH2:30][OH:31])[CH:23]=[CH:22][CH:21]=[CH:20][CH:19]=1. The yield is 0.970. (2) The reactants are [CH3:1][O:2][C:3]([C:5]1[C:9]([NH:10][C:11]([C:13]2[CH:18]=[CH:17][CH:16]=[C:15]([C:19]3[CH:20]=[N:21][N:22]([CH2:24][C:25]#[C:26][CH2:27][CH2:28][CH2:29][NH:30]C(OC(C)(C)C)=O)[CH:23]=3)[N:14]=2)=[O:12])=[CH:8][N:7]([CH3:38])[N:6]=1)=[O:4].Cl.Cl.O1CCOCC1. The catalyst is CO. The product is [CH3:1][O:2][C:3]([C:5]1[C:9]([NH:10][C:11]([C:13]2[CH:18]=[CH:17][CH:16]=[C:15]([C:19]3[CH:20]=[N:21][N:22]([CH2:24][C:25]#[C:26][CH2:27][CH2:28][CH2:29][NH2:30])[CH:23]=3)[N:14]=2)=[O:12])=[CH:8][N:7]([CH3:38])[N:6]=1)=[O:4]. The yield is 0.570. (3) The reactants are C[O-].[Na+].C([O:7][C@@H:8]1[C@H:13]([O:14][CH2:15][C:16]2[CH:21]=[CH:20][CH:19]=[CH:18][CH:17]=2)[C@@H:12]([O:22][CH2:23][C:24]2[CH:29]=[CH:28][CH:27]=[CH:26][CH:25]=2)[C@H:11]([CH3:30])[O:10][C@H:9]1[O:31][C@@H:32]1[C@H:41]([O:42][CH2:43][C:44]2[CH:49]=[CH:48][CH:47]=[CH:46][CH:45]=2)[C@@H:40]([O:50][CH2:51][C:52]2[CH:57]=[CH:56][CH:55]=[CH:54][CH:53]=2)[C@H:39]([CH3:58])[O:38][C@H:33]1[O:34][CH2:35][CH:36]=[CH2:37])(=O)C. The catalyst is CO. The product is [CH2:15]([O:14][C@@H:13]1[C@@H:12]([O:22][CH2:23][C:24]2[CH:25]=[CH:26][CH:27]=[CH:28][CH:29]=2)[C@H:11]([CH3:30])[O:10][C@@H:9]([O:31][C@@H:32]2[C@H:41]([O:42][CH2:43][C:44]3[CH:45]=[CH:46][CH:47]=[CH:48][CH:49]=3)[C@@H:40]([O:50][CH2:51][C:52]3[CH:53]=[CH:54][CH:55]=[CH:56][CH:57]=3)[C@H:39]([CH3:58])[O:38][C@H:33]2[O:34][CH2:35][CH:36]=[CH2:37])[C@@H:8]1[OH:7])[C:16]1[CH:17]=[CH:18][CH:19]=[CH:20][CH:21]=1. The yield is 0.930. (4) The reactants are [Cl:1][C:2]1[CH:7]=[CH:6][C:5]([N+:8]([O-:10])=[O:9])=[C:4](Cl)[N:3]=1.[NH3:12]. The catalyst is C(O)C. The product is [NH2:12][C:4]1[N:3]=[C:2]([Cl:1])[CH:7]=[CH:6][C:5]=1[N+:8]([O-:10])=[O:9]. The yield is 0.830. (5) The reactants are [CH2:1]([N:3]1[C:7]2[N:8]=[C:9]([C:18]3[CH:24]=[CH:23][C:21]([NH2:22])=[CH:20][CH:19]=3)[N:10]=[C:11]([N:12]3[CH2:17][CH2:16][O:15][CH2:14][CH2:13]3)[C:6]=2[N:5]=[N:4]1)[CH3:2].CCN(CC)CC.[N:32]([C:35]1[CH:40]=[CH:39][C:38]([N+:41]([O-:43])=[O:42])=[CH:37][CH:36]=1)=[C:33]=[O:34]. The catalyst is C(Cl)(Cl)Cl. The product is [CH2:1]([N:3]1[C:7]2[N:8]=[C:9]([C:18]3[CH:24]=[CH:23][C:21]([NH:22][C:33]([NH:32][C:35]4[CH:36]=[CH:37][C:38]([N+:41]([O-:43])=[O:42])=[CH:39][CH:40]=4)=[O:34])=[CH:20][CH:19]=3)[N:10]=[C:11]([N:12]3[CH2:13][CH2:14][O:15][CH2:16][CH2:17]3)[C:6]=2[N:5]=[N:4]1)[CH3:2]. The yield is 0.620. (6) The reactants are [NH2:1][C:2]1[CH:3]=[CH:4][C:5]([O:18][C:19]2[CH:24]=[CH:23][CH:22]=[CH:21][CH:20]=2)=[C:6]([C:8]2[C:9]([O:16][CH3:17])=[CH:10][C:11](=[O:15])[N:12]([CH3:14])[N:13]=2)[CH:7]=1.[CH3:25][S:26](Cl)(=[O:28])=[O:27].C(N(CC)CC)C. The catalyst is ClCCl. The product is [CH3:17][O:16][C:9]1[C:8]([C:6]2[CH:7]=[C:2]([NH:1][S:26]([CH3:25])(=[O:28])=[O:27])[CH:3]=[CH:4][C:5]=2[O:18][C:19]2[CH:20]=[CH:21][CH:22]=[CH:23][CH:24]=2)=[N:13][N:12]([CH3:14])[C:11](=[O:15])[CH:10]=1. The yield is 0.680. (7) The reactants are N(C(OC(C)(C)C)=O)=NC(OC(C)(C)C)=O.[I:17][C:18]1[CH:23]=[CH:22][C:21]([OH:24])=[CH:20][CH:19]=1.C1(P(C2C=CC=CC=2)C2C=CC=CC=2)C=CC=CC=1.O[CH:45]1[CH2:50][CH2:49][N:48]([C:51]([O:53][C:54]([CH3:57])([CH3:56])[CH3:55])=[O:52])[CH2:47][CH2:46]1. The catalyst is O1CCCC1.C(OCC)(=O)C. The product is [I:17][C:18]1[CH:23]=[CH:22][C:21]([O:24][CH:45]2[CH2:50][CH2:49][N:48]([C:51]([O:53][C:54]([CH3:57])([CH3:56])[CH3:55])=[O:52])[CH2:47][CH2:46]2)=[CH:20][CH:19]=1. The yield is 0.640.